This data is from Reaction yield outcomes from USPTO patents with 853,638 reactions. The task is: Predict the reaction yield, written as a fraction of the theoretical maximum amount of product (1.0 means a 100% yield; for example, 0.34 means a 34% yield). (1) The reactants are [Cl:1][CH:2]([CH3:11])[C:3]([C:5]1[S:6][CH:7]=[C:8]([CH3:10])[N:9]=1)=[O:4].[BH4-].[Na+]. The catalyst is CO. The product is [Cl:1][CH:2]([CH3:11])[CH:3]([C:5]1[S:6][CH:7]=[C:8]([CH3:10])[N:9]=1)[OH:4]. The yield is 0.440. (2) The reactants are [C:1]([O:5][C:6]([N:8]1[C:16]2[C:11](=[CH:12][C:13]([CH3:20])=[C:14]([N+:17]([O-])=O)[CH:15]=2)[C:10]([C:21]2[CH:26]=[CH:25][CH:24]=[CH:23][CH:22]=2)=[N:9]1)=[O:7])([CH3:4])([CH3:3])[CH3:2]. The catalyst is C(OCC)(=O)C.C(O)C.O1CCCC1.O=[Pt]=O. The product is [C:1]([O:5][C:6]([N:8]1[C:16]2[C:11](=[CH:12][C:13]([CH3:20])=[C:14]([NH2:17])[CH:15]=2)[C:10]([C:21]2[CH:22]=[CH:23][CH:24]=[CH:25][CH:26]=2)=[N:9]1)=[O:7])([CH3:4])([CH3:2])[CH3:3]. The yield is 1.00.